This data is from Reaction yield outcomes from USPTO patents with 853,638 reactions. The task is: Predict the reaction yield, written as a fraction of the theoretical maximum amount of product (1.0 means a 100% yield; for example, 0.34 means a 34% yield). (1) The reactants are [CH:1]([N:4]1[CH:8]=[C:7]([C:9]2[C:13]3[C:14]([O:22][CH:23]4[CH2:28][CH2:27][O:26][CH2:25][CH2:24]4)=[N:15][C:16]([C:18]([F:21])([F:20])[F:19])=[CH:17][C:12]=3[N:11](C(C3C=CC=CC=3)(C3C=CC=CC=3)C3C=CC=CC=3)[N:10]=2)[CH:6]=[N:5]1)([CH3:3])[CH3:2].C(N1C=C(B2OC(C)(C)C(C)(C)O2)C=N1)(C)C.C([O-])(=O)C.[K+].C([SiH](CC)CC)C.FC(F)(F)C(O)=O. The catalyst is C1C=CC(P(C2C=CC=CC=2)[C-]2C=CC=C2)=CC=1.C1C=CC(P(C2C=CC=CC=2)[C-]2C=CC=C2)=CC=1.Cl[Pd]Cl.[Fe+2].C(#N)C. The product is [CH:1]([N:4]1[CH:8]=[C:7]([C:9]2[C:13]3[C:14]([O:22][CH:23]4[CH2:24][CH2:25][O:26][CH2:27][CH2:28]4)=[N:15][C:16]([C:18]([F:20])([F:19])[F:21])=[CH:17][C:12]=3[NH:11][N:10]=2)[CH:6]=[N:5]1)([CH3:3])[CH3:2]. The yield is 0.430. (2) The product is [CH2:1]([NH:4][S:5]([C:8]1[CH:9]=[C:10]([CH:14]=[CH:15][CH:16]=1)[C:11]([N:21]=[C:22]=[S:23])=[O:12])(=[O:7])=[O:6])[CH:2]=[CH2:3]. The catalyst is ClCCCl. The yield is 0.303. The reactants are [CH2:1]([NH:4][S:5]([C:8]1[CH:9]=[C:10]([CH:14]=[CH:15][CH:16]=1)[C:11](O)=[O:12])(=[O:7])=[O:6])[CH:2]=[CH2:3].S(Cl)(Cl)=O.[N-:21]=[C:22]=[S:23].[K+].